Dataset: Cav3 T-type calcium channel HTS with 100,875 compounds. Task: Binary Classification. Given a drug SMILES string, predict its activity (active/inactive) in a high-throughput screening assay against a specified biological target. (1) The result is 0 (inactive). The drug is O(CCCc1onc(n1)c1ncccc1)c1ccccc1. (2) The compound is O(c1ccc(NC(=O)c2cc(c(cc2)C)C)cc1)c1cc(c(cc1)C(O)=O)C(O)=O. The result is 0 (inactive).